From a dataset of Forward reaction prediction with 1.9M reactions from USPTO patents (1976-2016). Predict the product of the given reaction. (1) Given the reactants Cl[C:2]1[CH:3]=[CH:4][C:5]2[N:6]([C:8]([C:11]([F:14])([F:13])[F:12])=[N:9][N:10]=2)[N:7]=1.[CH2:15]([N:22]1[CH2:27][C@@H:26]([CH3:28])[NH:25][CH2:24][C@@H:23]1[CH3:29])[C:16]1[CH:21]=[CH:20][CH:19]=[CH:18][CH:17]=1.CCN(C(C)C)C(C)C, predict the reaction product. The product is: [CH2:15]([N:22]1[C@@H:23]([CH3:29])[CH2:24][N:25]([C:2]2[CH:3]=[CH:4][C:5]3[N:6]([C:8]([C:11]([F:14])([F:13])[F:12])=[N:9][N:10]=3)[N:7]=2)[C@H:26]([CH3:28])[CH2:27]1)[C:16]1[CH:17]=[CH:18][CH:19]=[CH:20][CH:21]=1. (2) Given the reactants [CH3:1][C:2]1([CH3:20])[O:6][C@H:5]([CH2:7][O:8][C:9]2[CH:14]=[CH:13][C:12]([CH2:15][CH2:16][CH2:17][CH2:18][OH:19])=[CH:11][CH:10]=2)[CH2:4][O:3]1.CC(OI1(OC(C)=O)(OC(C)=O)OC(=O)C2C=CC=CC1=2)=O.[OH-].[Na+], predict the reaction product. The product is: [CH3:1][C:2]1([CH3:20])[O:6][C@H:5]([CH2:7][O:8][C:9]2[CH:14]=[CH:13][C:12]([CH2:15][CH2:16][CH2:17][CH:18]=[O:19])=[CH:11][CH:10]=2)[CH2:4][O:3]1.